From a dataset of Aqueous solubility values for 9,982 compounds from the AqSolDB database. Regression/Classification. Given a drug SMILES string, predict its absorption, distribution, metabolism, or excretion properties. Task type varies by dataset: regression for continuous measurements (e.g., permeability, clearance, half-life) or binary classification for categorical outcomes (e.g., BBB penetration, CYP inhibition). For this dataset (solubility_aqsoldb), we predict Y. The drug is CCOC(=O)CC(C)C. The Y is -1.81 log mol/L.